Task: Predict the reactants needed to synthesize the given product.. Dataset: Full USPTO retrosynthesis dataset with 1.9M reactions from patents (1976-2016) (1) Given the product [N:5]1[CH:6]=[CH:7][CH:8]=[CH:3][C:4]=1[C:9]([Cl:12])=[NH:10], predict the reactants needed to synthesize it. The reactants are: C([C:3]1[C:4]([CH:9]=[N:10]O)=[N:5][CH:6]=[CH:7][CH:8]=1)C.[Cl:12]NC(=O)CCC(N)=O. (2) Given the product [CH2:2]([S:3][C:2]1([C:7]2[S:8][CH:9]=[CH:10][C:11]=2[C:12]2[S:13][CH:14]=[CH:15][C:16]=2[C:17]2[S:18][CH:19]=[CH:20][CH:21]=2)[CH2:6][CH:5]=[CH:4][S:3]1)[CH2:7][CH2:11][CH2:12][CH2:16][CH3:15], predict the reactants needed to synthesize it. The reactants are: Cl[C:2]1([C:7]2[S:8][CH:9]=[CH:10][C:11]=2[C:12]2[S:13][CH:14]=[CH:15][C:16]=2[C:17]2[S:18][CH:19]=[CH:20][CH:21]=2)[CH2:6][CH:5]=[CH:4][S:3]1.